This data is from Catalyst prediction with 721,799 reactions and 888 catalyst types from USPTO. The task is: Predict which catalyst facilitates the given reaction. (1) Reactant: [CH:1]1[C:10]2[C:5](=[CH:6][CH:7]=[CH:8][CH:9]=2)[CH:4]=[CH:3][C:2]=1[CH2:11][O:12][CH2:13][C:14]1[O:18][N:17]=[C:16]([C:19]([OH:21])=O)[CH:15]=1.[CH3:22][C:23]1([CH2:27][NH2:28])[CH2:26][O:25][CH2:24]1.ON1C2C=CC=CC=2N=N1.Cl.C(N=C=NCCCN(C)C)C.Cl. Product: [CH3:22][C:23]1([CH2:27][NH:28][C:19]([C:16]2[CH:15]=[C:14]([CH2:13][O:12][CH2:11][C:2]3[CH:3]=[CH:4][C:5]4[C:10](=[CH:9][CH:8]=[CH:7][CH:6]=4)[CH:1]=3)[O:18][N:17]=2)=[O:21])[CH2:26][O:25][CH2:24]1. The catalyst class is: 22. (2) Reactant: [NH2:1][C:2]1[CH:7]=[CH:6][C:5]([C:8]2[N:9]=[CH:10][C:11]3[N:12]([N:14]=[C:15]([NH2:17])[N:16]=3)[CH:13]=2)=[CH:4][CH:3]=1.CCN(C(C)C)C(C)C.[CH:27]1([CH2:30][C:31](O)=[O:32])[CH2:29][CH2:28]1.CN(C(ON1N=NC2C=CC=NC1=2)=[N+](C)C)C.F[P-](F)(F)(F)(F)F. Product: [NH2:17][C:15]1[N:16]=[C:11]2[CH:10]=[N:9][C:8]([C:5]3[CH:6]=[CH:7][C:2]([NH:1][C:31](=[O:32])[CH2:30][CH:27]4[CH2:29][CH2:28]4)=[CH:3][CH:4]=3)=[CH:13][N:12]2[N:14]=1. The catalyst class is: 20. (3) Reactant: [CH2:1]1[C:5]2([CH2:10][CH2:9][N:8]([C:11]([O:13][C:14]([CH3:17])([CH3:16])[CH3:15])=[O:12])[CH2:7][CH2:6]2)[CH2:4][CH2:3][NH:2]1.Cl[C:19]1[N:24]=[CH:23][C:22]([C:25]#[N:26])=[CH:21][CH:20]=1.CCN(C(C)C)C(C)C. Product: [C:25]([C:22]1[CH:21]=[CH:20][C:19]([N:2]2[CH2:3][CH2:4][C:5]3([CH2:10][CH2:9][N:8]([C:11]([O:13][C:14]([CH3:17])([CH3:16])[CH3:15])=[O:12])[CH2:7][CH2:6]3)[CH2:1]2)=[N:24][CH:23]=1)#[N:26]. The catalyst class is: 18. (4) Reactant: [NH2:1][C:2]([C@@H:4]1[CH2:8][CH2:7][C@H:6]([C:9]2[CH:14]=[CH:13][C:12]([O:15][CH2:16][C:17]3[CH:22]=[CH:21][CH:20]=[CH:19][CH:18]=3)=[CH:11][CH:10]=2)[N:5]1C(OC(C)(C)C)=O)=[O:3].C([Cl:33])(=O)C. Product: [ClH:33].[C:17]1([CH2:16][O:15][C:12]2[CH:13]=[CH:14][C:9]([C@@H:6]3[NH:5][C@H:4]([C:2]([NH2:1])=[O:3])[CH2:8][CH2:7]3)=[CH:10][CH:11]=2)[CH:18]=[CH:19][CH:20]=[CH:21][CH:22]=1. The catalyst class is: 370. (5) Reactant: [OH-].[Na+].[CH:3]([O:6][C:7]([N:9]1[C:18]2[C:13](=[CH:14][C:15]([C:19]([F:22])([F:21])[F:20])=[CH:16][CH:17]=2)[C@@H:12]([N:23]([CH2:34][C:35]2[CH:40]=[C:39]([C:41]([F:44])([F:43])[F:42])[CH:38]=[C:37]([C:45]([F:48])([F:47])[F:46])[CH:36]=2)[C:24]2[N:25]=[N:26][N:27]([CH2:29][C:30]([O:32]C)=[O:31])[N:28]=2)[CH2:11][C@H:10]1[CH2:49][CH3:50])=[O:8])([CH3:5])[CH3:4].Cl. Product: [CH:3]([O:6][C:7]([N:9]1[C:18]2[C:13](=[CH:14][C:15]([C:19]([F:22])([F:21])[F:20])=[CH:16][CH:17]=2)[C@@H:12]([N:23]([CH2:34][C:35]2[CH:40]=[C:39]([C:41]([F:42])([F:43])[F:44])[CH:38]=[C:37]([C:45]([F:46])([F:47])[F:48])[CH:36]=2)[C:24]2[N:25]=[N:26][N:27]([CH2:29][C:30]([OH:32])=[O:31])[N:28]=2)[CH2:11][C@H:10]1[CH2:49][CH3:50])=[O:8])([CH3:5])[CH3:4]. The catalyst class is: 5. (6) Reactant: [Al+3].[Cl-].[Cl-].[Cl-].[Cl:5][C:6]1[CH:7]=[C:8]([O:12][CH3:13])[CH:9]=[CH:10][CH:11]=1.[C:14](Cl)([CH3:16])=[O:15]. Product: [Cl:5][C:6]1[CH:7]=[C:8]([O:12][CH3:13])[CH:9]=[CH:10][C:11]=1[C:14](=[O:15])[CH3:16]. The catalyst class is: 2. (7) Reactant: [CH3:1][C:2]1([CH3:28])[C:6]([CH3:8])([CH3:7])[O:5][B:4]([C:9]2[CH:14]=[CH:13][C:12]([N:15]3[CH2:20][CH2:19][N:18](C(OC(C)(C)C)=O)[CH2:17][CH2:16]3)=[CH:11][CH:10]=2)[O:3]1.[ClH:29]. Product: [ClH:29].[CH3:7][C:6]1([CH3:8])[C:2]([CH3:1])([CH3:28])[O:3][B:4]([C:9]2[CH:10]=[CH:11][C:12]([N:15]3[CH2:16][CH2:17][NH:18][CH2:19][CH2:20]3)=[CH:13][CH:14]=2)[O:5]1. The catalyst class is: 425. (8) Reactant: [NH:1]1[CH2:5][CH2:4][CH2:3][C@H:2]1[C:6]([O:8][CH3:9])=[O:7].Cl[C:11]1[C:20]([N+:21]([O-:23])=[O:22])=[CH:19][C:14]([C:15]([O:17][CH3:18])=[O:16])=[CH:13][N:12]=1. Product: [CH3:9][O:8][C:6]([C@@H:2]1[CH2:3][CH2:4][CH2:5][N:1]1[C:11]1[C:20]([N+:21]([O-:23])=[O:22])=[CH:19][C:14]([C:15]([O:17][CH3:18])=[O:16])=[CH:13][N:12]=1)=[O:7]. The catalyst class is: 25. (9) Reactant: [Br:1][C:2]1[CH:3]=[C:4]([S:8](Cl)(=[O:10])=[O:9])[CH:5]=[CH:6][CH:7]=1.[CH3:12][N:13]1[CH2:18][CH2:17][NH:16][CH2:15][CH2:14]1.CCN(CC)CC. Product: [Br:1][C:2]1[CH:3]=[C:4]([S:8]([N:16]2[CH2:17][CH2:18][N:13]([CH3:12])[CH2:14][CH2:15]2)(=[O:10])=[O:9])[CH:5]=[CH:6][CH:7]=1. The catalyst class is: 2. (10) Reactant: Cl.[F:2][C:3]1([F:9])[CH2:8][CH2:7][NH:6][CH2:5][CH2:4]1.C(N(CC)CC)C.[N:17]1[CH:22]=[CH:21][CH:20]=[C:19]([CH2:23][NH:24][C:25](=[O:37])[NH:26][C:27]2[CH:32]=[CH:31][C:30]([S:33](Cl)(=[O:35])=[O:34])=[CH:29][CH:28]=2)[CH:18]=1. Product: [F:2][C:3]1([F:9])[CH2:8][CH2:7][N:6]([S:33]([C:30]2[CH:31]=[CH:32][C:27]([NH:26][C:25]([NH:24][CH2:23][C:19]3[CH:18]=[N:17][CH:22]=[CH:21][CH:20]=3)=[O:37])=[CH:28][CH:29]=2)(=[O:34])=[O:35])[CH2:5][CH2:4]1. The catalyst class is: 4.